From a dataset of Reaction yield outcomes from USPTO patents with 853,638 reactions. Predict the reaction yield, written as a fraction of the theoretical maximum amount of product (1.0 means a 100% yield; for example, 0.34 means a 34% yield). The reactants are [F:1][C:2]1[CH:3]=[CH:4][C:5]2[O:10][CH2:9][C:8](=[O:11])[NH:7][C:6]=2[CH:12]=1.Br[CH2:14][C@H:15]([CH3:25])[CH2:16][O:17][Si:18]([C:21]([CH3:24])([CH3:23])[CH3:22])([CH3:20])[CH3:19].C([O-])([O-])=O.[Cs+].[Cs+]. The catalyst is CCCCCCC.CCOC(C)=O. The product is [Si:18]([O:17][CH2:16][C@@H:15]([CH3:25])[CH2:14][N:7]1[C:6]2[CH:12]=[C:2]([F:1])[CH:3]=[CH:4][C:5]=2[O:10][CH2:9][C:8]1=[O:11])([C:21]([CH3:22])([CH3:23])[CH3:24])([CH3:19])[CH3:20]. The yield is 0.760.